This data is from Forward reaction prediction with 1.9M reactions from USPTO patents (1976-2016). The task is: Predict the product of the given reaction. (1) Given the reactants C([BH3-])#N.[Na+].[F:5][C:6]1[CH:14]=[CH:13][CH:12]=[C:11]2[C:7]=1[CH:8]=[C:9]([CH3:15])[NH:10]2.O.N, predict the reaction product. The product is: [F:5][C:6]1[CH:14]=[CH:13][CH:12]=[C:11]2[C:7]=1[CH2:8][CH:9]([CH3:15])[NH:10]2. (2) Given the reactants C(OC(=O)[NH:7][CH2:8][CH2:9][C:10]1[CH:15]=[CH:14][C:13]([C:16]2[N:17]=[C:18]([NH:21][C:22](=[O:24])[CH3:23])[S:19][CH:20]=2)=[CH:12][CH:11]=1)(C)(C)C.[ClH:26], predict the reaction product. The product is: [ClH:26].[NH2:7][CH2:8][CH2:9][C:10]1[CH:11]=[CH:12][C:13]([C:16]2[N:17]=[C:18]([NH:21][C:22](=[O:24])[CH3:23])[S:19][CH:20]=2)=[CH:14][CH:15]=1.